From a dataset of Catalyst prediction with 721,799 reactions and 888 catalyst types from USPTO. Predict which catalyst facilitates the given reaction. (1) Reactant: C(OC([NH:8][CH:9]1[CH2:13][CH2:12][N:11]([C:14]2[N:23]=[C:22]3[C:17]([C:18](=[O:34])[C:19]([C:31]([OH:33])=[O:32])=[CH:20][N:21]3[C@@H:24]([C:27]([CH3:30])([CH3:29])[CH3:28])[CH2:25][OH:26])=[CH:16][C:15]=2[C:35]2[CH:36]=[N:37][C:38]([NH:50][C:51]([NH:53][CH2:54][CH3:55])=[O:52])=[CH:39][C:40]=2[C:41]2[S:42][CH:43]=[C:44]([C:46]([F:49])([F:48])[F:47])[N:45]=2)[CH2:10]1)=O)(C)(C)C.CS(O)(=O)=O. Product: [NH2:8][CH:9]1[CH2:13][CH2:12][N:11]([C:14]2[N:23]=[C:22]3[C:17]([C:18](=[O:34])[C:19]([C:31]([OH:33])=[O:32])=[CH:20][N:21]3[C@@H:24]([C:27]([CH3:30])([CH3:29])[CH3:28])[CH2:25][OH:26])=[CH:16][C:15]=2[C:35]2[CH:36]=[N:37][C:38]([NH:50][C:51]([NH:53][CH2:54][CH3:55])=[O:52])=[CH:39][C:40]=2[C:41]2[S:42][CH:43]=[C:44]([C:46]([F:49])([F:48])[F:47])[N:45]=2)[CH2:10]1. The catalyst class is: 4. (2) Reactant: [CH3:1][C:2]1([CH3:20])[O:4][CH:3]1[CH2:5][CH2:6][CH:7]([CH3:19])[CH2:8][CH2:9][O:10][C:11](=[O:18])[C:12]1[CH:17]=[CH:16][CH:15]=[CH:14][CH:13]=1.O.C(O)(=[O:24])C. Product: [OH:24][CH:3]([C:2]([OH:4])([CH3:20])[CH3:1])[CH2:5][CH2:6][CH:7]([CH3:19])[CH2:8][CH2:9][O:10][C:11](=[O:18])[C:12]1[CH:17]=[CH:16][CH:15]=[CH:14][CH:13]=1. The catalyst class is: 13. (3) Reactant: [Br:1][C:2]1[CH:3]=[C:4]2[C:17](=[CH:18][CH:19]=1)[O:16][C:7]1([CH2:11][CH2:10][CH:9]([C:12]([CH3:15])([CH3:14])[CH3:13])[CH2:8]1)[CH2:6][C:5]2=O.C[Si]([N:25]=[C:26]=[N:27][Si](C)(C)C)(C)C. Product: [Br:1][C:2]1[CH:3]=[C:4]2[C:17](=[CH:18][CH:19]=1)[O:16][C:7]1([CH2:11][CH2:10][CH:9]([C:12]([CH3:15])([CH3:14])[CH3:13])[CH2:8]1)[CH2:6]/[C:5]/2=[N:27]\[C:26]#[N:25]. The catalyst class is: 388. (4) Reactant: Br[C:2]1[CH:7]=[CH:6][CH:5]=[C:4]([Br:8])[N:3]=1.CN1C(=O)CCC1.[F:16][C:17]1[CH:18]=[C:19]([CH2:23][NH2:24])[CH:20]=[CH:21][CH:22]=1.CCN(C(C)C)C(C)C. Product: [Br:8][C:4]1[N:3]=[C:2]([NH:24][CH2:23][C:19]2[CH:20]=[CH:21][CH:22]=[C:17]([F:16])[CH:18]=2)[CH:7]=[CH:6][CH:5]=1. The catalyst class is: 13. (5) Reactant: [CH3:1][O:2][CH2:3][CH2:4][O:5][C:6]1[CH:7]=[C:8]2[C:20]([NH:21][C:22]3[CH:23]=[CH:24][CH:25]=[C:26]([C:28]#[CH:29])[CH:27]=3)=[N:19][CH:18]=[N:17][C:9]2=[CH:10][C:11]=1[O:12][CH2:13][CH2:14][O:15][CH3:16].Cl.CO.C(=O)([O-])[O-].[Na+].[Na+]. Product: [CH3:1][O:2][CH2:3][CH2:4][O:5][C:6]1[CH:7]=[C:8]2[C:20]([NH:21][C:22]3[CH:27]=[C:26]([C:28]#[CH:29])[CH:25]=[CH:24][CH:23]=3)=[N:19][CH:18]=[N:17][C:9]2=[CH:10][C:11]=1[O:12][CH2:13][CH2:14][O:15][CH3:16]. The catalyst class is: 6. (6) Reactant: [O:1]1[CH2:6][CH2:5][N:4]([CH2:7][CH2:8][CH2:9][NH2:10])[CH2:3][CH2:2]1.C(=O)([O-])[O-].[K+].[K+].[C:17]([NH:20][C:21]1[CH:26]=[CH:25][C:24]([S:27](Cl)(=[O:29])=[O:28])=[CH:23][CH:22]=1)(=[O:19])[CH3:18]. Product: [C:17]([NH:20][C:21]1[CH:22]=[CH:23][C:24]([S:27]([NH:10][CH2:9][CH2:8][CH2:7][N:4]2[CH2:5][CH2:6][O:1][CH2:2][CH2:3]2)(=[O:29])=[O:28])=[CH:25][CH:26]=1)(=[O:19])[CH3:18]. The catalyst class is: 95.